Task: Predict the product of the given reaction.. Dataset: Forward reaction prediction with 1.9M reactions from USPTO patents (1976-2016) (1) Given the reactants [N+:1]([C:4]1[C:12]2[N:11]=[CH:10][NH:9][C:8]=2[CH:7]=[CH:6][CH:5]=1)([O-])=O.NC1C2N=C(CO)NC=2C=CC=1, predict the reaction product. The product is: [NH:9]1[C:8]2[CH:7]=[CH:6][CH:5]=[C:4]([NH2:1])[C:12]=2[N:11]=[CH:10]1. (2) Given the reactants [F:1][C:2]1[CH:16]=[CH:15][C:14]([O:17][CH3:18])=[CH:13][C:3]=1[CH2:4][CH2:5][NH:6][CH2:7][CH:8](OC)OC.[F:19][C:20]([F:25])([F:24])[C:21](O)=[O:22], predict the reaction product. The product is: [F:19][C:20]([F:25])([F:24])[C:21]([N:6]1[CH2:5][CH2:4][C:3]2[C:2]([F:1])=[CH:16][CH:15]=[C:14]([O:17][CH3:18])[C:13]=2[CH2:8][CH2:7]1)=[O:22].